From a dataset of Retrosynthesis with 50K atom-mapped reactions and 10 reaction types from USPTO. Predict the reactants needed to synthesize the given product. (1) The reactants are: CCOC(=O)CC#N.CCc1ccc(C(C)=O)cc1. Given the product CCOC(=O)C(C#N)=C(C)c1ccc(CC)cc1, predict the reactants needed to synthesize it. (2) Given the product CN(C)CCc1cnn(-c2cc(C#N)ccn2)c1OCc1ccc(F)cc1, predict the reactants needed to synthesize it. The reactants are: CNC.CS(=O)(=O)OCCc1cnn(-c2cc(C#N)ccn2)c1OCc1ccc(F)cc1. (3) Given the product Nc1ccc(N2CCN(C(=O)c3ccccc3)CC2)cc1N, predict the reactants needed to synthesize it. The reactants are: Nc1cc(N2CCN(C(=O)c3ccccc3)CC2)ccc1[N+](=O)[O-]. (4) Given the product COC(=O)[C@H](Cc1cnc([Si](C(C)C)(C(C)C)C(C)C)s1)C(=O)OC(C)(C)C, predict the reactants needed to synthesize it. The reactants are: CC(C)[Si](c1ncc(Br)s1)(C(C)C)C(C)C.COC(=O)[C@@H](CI)C(=O)OC(C)(C)C. (5) Given the product Cn1cc(C(=O)Nc2cccc(Oc3ccc4nc(NC(=O)C5CC5)nn4c3)c2)c(C2CC2)n1, predict the reactants needed to synthesize it. The reactants are: Cn1cc(C(=O)O)c(C2CC2)n1.Nc1cccc(Oc2ccc3nc(NC(=O)C4CC4)nn3c2)c1. (6) Given the product N[C@H](CCc1nnc(-c2ccc3cnccc3c2)o1)Cc1ccc(C(F)(F)F)cc1, predict the reactants needed to synthesize it. The reactants are: CC(C)(C)OC(=O)N[C@H](CCc1nnc(-c2ccc3cnccc3c2)o1)Cc1ccc(C(F)(F)F)cc1. (7) Given the product O=C1c2sc(-c3ccc(Cl)cc3)nc2CCN1c1ccc2c(ccn2Cc2ccccn2)c1, predict the reactants needed to synthesize it. The reactants are: BrCc1ccccn1.O=C1c2sc(-c3ccc(Cl)cc3)nc2CCN1c1ccc2[nH]ccc2c1. (8) Given the product CC(C)(C)OC(=O)Nc1nc(/C(=N/OC(C)(C)C(=O)OC(C)(C)C)C(=O)N[C@@H]2C(=O)N[C@@H]2CNCCN)cs1, predict the reactants needed to synthesize it. The reactants are: CC(C)(C)OC(=O)Nc1nc(/C(=N/OC(C)(C)C(=O)OC(C)(C)C)C(=O)N[C@@H]2C(=O)N[C@@H]2CNCCNC(=O)OCC2c3ccccc3-c3ccccc32)cs1.